This data is from Serine/threonine kinase 33 screen with 319,792 compounds. The task is: Binary Classification. Given a drug SMILES string, predict its activity (active/inactive) in a high-throughput screening assay against a specified biological target. (1) The drug is O(Cc1ccc([N+]([O-])=O)cc1)c1nc2c(nc1C)cccc2. The result is 0 (inactive). (2) The drug is O(C(CC)C(=O)NCc1occc1)C(=O)c1occc1. The result is 0 (inactive). (3) The molecule is S(=O)(=O)(N1CCOCC1)c1sc(CC(=O)Nc2cc3c(n(c4c3cccc4)CC)cc2)cc1. The result is 0 (inactive).